From a dataset of Full USPTO retrosynthesis dataset with 1.9M reactions from patents (1976-2016). Predict the reactants needed to synthesize the given product. (1) Given the product [CH2:28]([O:27][C:25](=[O:26])[CH2:24][CH2:30][N:15]([C:12]1[S:13][CH:14]=[C:10]([C:7]2[CH:6]=[CH:5][C:4]([CH:1]([CH3:3])[CH3:2])=[CH:9][CH:8]=2)[N:11]=1)[CH2:16][CH2:17][C:18]1[S:19][CH:20]=[CH:21][CH:22]=1)[CH3:29], predict the reactants needed to synthesize it. The reactants are: [CH:1]([C:4]1[CH:9]=[CH:8][C:7]([C:10]2[N:11]=[C:12]([NH:15][CH2:16][CH2:17][C:18]3[S:19][CH:20]=[CH:21][CH:22]=3)[S:13][CH:14]=2)=[CH:6][CH:5]=1)([CH3:3])[CH3:2].Br[CH:24]([CH3:30])[C:25]([O:27][CH2:28][CH3:29])=[O:26].[H-].[Na+]. (2) Given the product [CH2:14]([CH:10]1[CH2:11][CH2:12][CH2:13][N:8]([CH2:7][C:6]2[CH:19]=[CH:20][C:3]([O:2][CH3:1])=[CH:4][CH:5]=2)[CH2:9]1)[CH2:15][CH2:16][CH3:17], predict the reactants needed to synthesize it. The reactants are: [CH3:1][O:2][C:3]1[CH:20]=[CH:19][C:6]([CH2:7][N:8]2[CH2:13][CH2:12][CH2:11][CH:10]([C:14](=O)[CH2:15][CH2:16][CH3:17])[CH2:9]2)=[CH:5][CH:4]=1.[OH-].[K+].O.NN.[NH4+].[Cl-]. (3) Given the product [Br-:3].[CH2:4]([C:6]1([CH3:30])[CH:11]([CH3:12])[CH:10]([OH:13])[CH2:9][C:8]([CH2:15][CH3:16])([CH3:14])[N:7]1[O:17][C:18]([CH3:29])([CH3:28])[C:19]([NH:21][CH2:22][CH2:23][CH2:24][N+:25]([CH2:1][CH3:2])([CH3:27])[CH3:26])=[O:20])[CH3:5], predict the reactants needed to synthesize it. The reactants are: [CH2:1]([Br:3])[CH3:2].[CH2:4]([C:6]1([CH3:30])[CH:11]([CH3:12])[CH:10]([OH:13])[CH2:9][C:8]([CH2:15][CH3:16])([CH3:14])[N:7]1[O:17][C:18]([CH3:29])([CH3:28])[C:19]([NH:21][CH2:22][CH2:23][CH2:24][N:25]([CH3:27])[CH3:26])=[O:20])[CH3:5]. (4) Given the product [O:14]([C:21]1[CH:22]=[CH:23][C:24]([NH:25][C:3]([C:5]2[C:6](=[O:13])[NH:7][C:8]([CH3:12])=[CH:9][C:10]=2[OH:11])=[O:4])=[CH:26][CH:27]=1)[C:15]1[CH:20]=[CH:19][CH:18]=[CH:17][CH:16]=1, predict the reactants needed to synthesize it. The reactants are: CO[C:3]([C:5]1[C:6]([OH:13])=[N:7][C:8]([CH3:12])=[CH:9][C:10]=1[OH:11])=[O:4].[O:14]([C:21]1[CH:27]=[CH:26][C:24]([NH2:25])=[CH:23][CH:22]=1)[C:15]1[CH:20]=[CH:19][CH:18]=[CH:17][CH:16]=1. (5) Given the product [NH2:34][C:33]1[N:47]=[C:15]([C:10]2[CH:11]=[CH:12][CH:13]=[CH:14][C:9]=2[O:8][CH2:1][C:2]2[CH:7]=[CH:6][CH:5]=[CH:4][CH:3]=2)[CH:16]=[C:18]([CH:20]2[CH2:25][CH2:24][CH2:23][N:22]([C:26]([O:28][C:29]([CH3:32])([CH3:31])[CH3:30])=[O:27])[CH2:21]2)[C:35]=1[C:36]([O:38][C:39]([CH3:42])([CH3:41])[CH3:40])=[O:37], predict the reactants needed to synthesize it. The reactants are: [CH2:1]([O:8][C:9]1[CH:14]=[CH:13][CH:12]=[CH:11][C:10]=1[C:15](=O)[CH3:16])[C:2]1[CH:7]=[CH:6][CH:5]=[CH:4][CH:3]=1.[CH:18]([CH:20]1[CH2:25][CH2:24][CH2:23][N:22]([C:26]([O:28][C:29]([CH3:32])([CH3:31])[CH3:30])=[O:27])[CH2:21]1)=O.[C:33]([CH2:35][C:36]([O:38][C:39]([CH3:42])([CH3:41])[CH3:40])=[O:37])#[N:34].C([O-])(=O)C.[NH4+:47]. (6) Given the product [CH2:16]([N:23]1[C:7](=[O:15])[C:8]2[CH:14]=[CH:13][N:12]=[CH:11][C:9]=2[N:10]=[C:5]1[CH2:1][CH:2]([CH3:3])[CH3:4])[C:17]1[CH:22]=[CH:21][CH:20]=[CH:19][CH:18]=1, predict the reactants needed to synthesize it. The reactants are: [CH2:1]([C:5]1O[C:7](=[O:15])[C:8]2[CH:14]=[CH:13][N:12]=[CH:11][C:9]=2[N:10]=1)[CH:2]([CH3:4])[CH3:3].[CH2:16]([NH2:23])[C:17]1[CH:22]=[CH:21][CH:20]=[CH:19][CH:18]=1.[OH-].[Na+].